Dataset: Full USPTO retrosynthesis dataset with 1.9M reactions from patents (1976-2016). Task: Predict the reactants needed to synthesize the given product. Given the product [Cl:1][C:2]1[CH:7]=[C:6]([C:23]2[N:24]=[C:25]([CH3:28])[S:26][CH:27]=2)[CH:5]=[CH:4][C:3]=1[CH2:17][C:18]([O:20][CH3:21])=[O:19], predict the reactants needed to synthesize it. The reactants are: [Cl:1][C:2]1[CH:7]=[C:6](B2OC(C)(C)C(C)(C)O2)[CH:5]=[CH:4][C:3]=1[CH2:17][C:18]([O:20][CH3:21])=[O:19].Br[C:23]1[N:24]=[C:25]([CH3:28])[S:26][CH:27]=1.